From a dataset of Reaction yield outcomes from USPTO patents with 853,638 reactions. Predict the reaction yield, written as a fraction of the theoretical maximum amount of product (1.0 means a 100% yield; for example, 0.34 means a 34% yield). The reactants are Br[C:2]1[C:7]([Br:8])=[CH:6][C:5]([Cl:9])=[CH:4][N:3]=1.[CH3:10]B(O)O.C([O-])([O-])=O.[K+].[K+]. The catalyst is Cl[Pd](Cl)([P](C1C=CC=CC=1)(C1C=CC=CC=1)C1C=CC=CC=1)[P](C1C=CC=CC=1)(C1C=CC=CC=1)C1C=CC=CC=1.O1CCOCC1. The product is [Br:8][C:7]1[C:2]([CH3:10])=[N:3][CH:4]=[C:5]([Cl:9])[CH:6]=1. The yield is 0.130.